This data is from Forward reaction prediction with 1.9M reactions from USPTO patents (1976-2016). The task is: Predict the product of the given reaction. (1) Given the reactants [O:1]1[C:6]2[CH:7]=[CH:8][CH:9]=[CH:10][C:5]=2[O:4][CH2:3][C@@H:2]1[CH2:11][N:12]1[CH2:17][CH2:16][CH2:15][C@H:14]([C:18]2[CH:19]=[C:20]([OH:24])[CH:21]=[CH:22][CH:23]=2)[CH2:13]1.C([O-])([O-])=O.[K+].[K+].Br[CH2:32][CH2:33][CH2:34][OH:35], predict the reaction product. The product is: [O:1]1[C:6]2[CH:7]=[CH:8][CH:9]=[CH:10][C:5]=2[O:4][CH2:3][C@@H:2]1[CH2:11][N:12]1[CH2:17][CH2:16][CH2:15][C@H:14]([C:18]2[CH:19]=[C:20]([CH:21]=[CH:22][CH:23]=2)[O:24][CH2:32][CH2:33][CH2:34][OH:35])[CH2:13]1. (2) The product is: [CH3:13][O:14][C:15]1[CH:23]=[C:22]2[C:18]([CH:19]=[C:20]([CH3:24])[N:21]2[CH2:3][CH2:4][N:5]2[CH2:10][CH2:9][O:8][CH2:7][CH2:6]2)=[CH:17][CH:16]=1. Given the reactants Cl.Cl[CH2:3][CH2:4][N:5]1[CH2:10][CH2:9][O:8][CH2:7][CH2:6]1.[OH-].[K+].[CH3:13][O:14][C:15]1[CH:23]=[C:22]2[C:18]([CH:19]=[C:20]([CH3:24])[NH:21]2)=[CH:17][CH:16]=1, predict the reaction product. (3) Given the reactants C(OC(N(C)[C@@H](C)C(N[C@@H](C(C)(C)C)C(N1C[C@@H](C2C=C3C(C[C@@H](C(=O)N[C@H]4C5C(=CC=CC=5)CCC4)N(C(=O)[C@@H](NC(=O)[C@@H](N(C(OC(C)(C)C)=O)C)C)C(C)(C)C)C3)=CC=2)C[C@H]1C(N[C@@H](CC1C=CC=CC=1)C(O)=O)=O)=O)=O)=O)(C)(C)C.FC(F)(F)S(O[C:91]1[CH2:95][N:94]([C:96]([O:98][C:99]([CH3:102])([CH3:101])[CH3:100])=[O:97])[C@H:93]([C:103]([O:105][CH3:106])=[O:104])[CH:92]=1)(=O)=O.CC1(C)C(C)(C)OB([C:117]2[CH:126]=[C:125]3[C:120]([CH2:121][C@@H:122]([C:134]([O:136][CH3:137])=[O:135])[N:123]([C:127]([O:129][C:130]([CH3:133])([CH3:132])[CH3:131])=[O:128])[CH2:124]3)=[CH:119][CH:118]=2)O1, predict the reaction product. The product is: [C:99]([O:98][C:96]([N:94]1[C@H:93]([C:103]([O:105][CH3:106])=[O:104])[CH:92]=[C:91]([C:117]2[CH:126]=[C:125]3[C:120]([CH2:121][C@@H:122]([C:134]([O:136][CH3:137])=[O:135])[N:123]([C:127]([O:129][C:130]([CH3:131])([CH3:132])[CH3:133])=[O:128])[CH2:124]3)=[CH:119][CH:118]=2)[CH2:95]1)=[O:97])([CH3:102])([CH3:101])[CH3:100]. (4) The product is: [SH:26][CH2:25][CH2:24][CH2:23][CH2:22][CH2:21][S:27][CH:9]([C:10]1[CH:14]=[CH:13][S:12][CH:11]=1)[CH2:8][C:4]1[O:3][C:2]([CH3:1])([C:15]2[CH:20]=[CH:19][CH:18]=[CH:17][CH:16]=2)[C:6](=[O:7])[CH:5]=1. Given the reactants [CH3:1][C:2]1([C:15]2[CH:20]=[CH:19][CH:18]=[CH:17][CH:16]=2)[C:6](=[O:7])[CH:5]=[C:4](/[CH:8]=[CH:9]/[C:10]2[CH:14]=[CH:13][S:12][CH:11]=2)[O:3]1.[CH2:21]([SH:27])[CH2:22][CH2:23][CH2:24][CH2:25][SH:26], predict the reaction product. (5) Given the reactants [CH2:1]([O:8][C:9]([N:11]1[CH2:17][CH2:16][C:15](=[O:18])[N:14]([CH2:19][CH2:20][CH2:21][CH2:22][OH:23])[CH2:13][CH2:12]1)=[O:10])[C:2]1[CH:7]=[CH:6][CH:5]=[CH:4][CH:3]=1.CC1(C)N([O])C(C)(C)CCC1.C(OI(C1C=CC=CC=1)OC(=O)C)(=O)C.CN(C(ON1N=NC2C=CC=NC1=2)=[N+](C)C)C.F[P-](F)(F)(F)(F)F.C(N(CC)CC)C.Cl.[CH2:82]1[C:84]2([CH2:89][CH2:88][NH:87][CH2:86][C@H:85]2[OH:90])[CH2:83]1.C([O-])(O)=O.[Na+], predict the reaction product. The product is: [CH2:1]([O:8][C:9]([N:11]1[CH2:17][CH2:16][C:15](=[O:18])[N:14]([CH2:19][CH2:20][CH2:21][C:22]([N:87]2[CH2:88][CH2:89][C:84]3([CH2:82][CH2:83]3)[C@H:85]([OH:90])[CH2:86]2)=[O:23])[CH2:13][CH2:12]1)=[O:10])[C:2]1[CH:7]=[CH:6][CH:5]=[CH:4][CH:3]=1. (6) Given the reactants [OH:1][C@@H:2]([C:23]1[CH:28]=[CH:27][CH:26]=[CH:25][CH:24]=1)[CH2:3][N:4]1[C:9]2([CH2:11][CH2:10]2)[CH2:8][CH2:7][N:6]2[C:12](=[O:22])[CH:13]=[C:14]([C:16]3[CH:21]=[CH:20][N:19]=[CH:18][CH:17]=3)[N:15]=[C:5]12.C[N+]1([O-])CCOCC1, predict the reaction product. The product is: [O:1]=[C:2]([C:23]1[CH:24]=[CH:25][CH:26]=[CH:27][CH:28]=1)[CH2:3][N:4]1[C:9]2([CH2:11][CH2:10]2)[CH2:8][CH2:7][N:6]2[C:12](=[O:22])[CH:13]=[C:14]([C:16]3[CH:21]=[CH:20][N:19]=[CH:18][CH:17]=3)[N:15]=[C:5]12. (7) The product is: [CH3:1][O:2][C:3]([C:5]1[CH:10]=[C:9]([N:19]([CH2:20][C:21]2[CH:26]=[CH:25][CH:24]=[CH:23][CH:22]=2)[CH3:18])[CH:8]=[CH:7][N:6]=1)=[O:4]. Given the reactants [CH3:1][O:2][C:3]([C:5]1[CH:10]=[C:9](Br)[CH:8]=[CH:7][N:6]=1)=[O:4].C(=O)([O-])[O-].[Cs+].[Cs+].[CH3:18][NH:19][CH2:20][C:21]1[CH:26]=[CH:25][CH:24]=[CH:23][CH:22]=1.C1C=CC(P(C2C(C3C(P(C4C=CC=CC=4)C4C=CC=CC=4)=CC=C4C=3C=CC=C4)=C3C(C=CC=C3)=CC=2)C2C=CC=CC=2)=CC=1, predict the reaction product. (8) Given the reactants Cl[CH2:2][CH2:3][C:4]([C:6]1[CH:11]=[CH:10][C:9]([CH2:12][CH2:13][CH2:14][CH2:15][CH2:16][CH2:17][OH:18])=[CH:8][CH:7]=1)=O.NC1C=CC=C2C=1N=CC=C2C1C=CC=CC=1.[As](=O)(O)(O)O.[N+:41]([C:44]1[CH:45]=[CH:46][CH:47]=[C:48]2[C:53]=1[N:52]=[CH:51][CH:50]=[C:49]2[C:54]1[CH:59]=[CH:58][CH:57]=[CH:56][CH:55]=1)([O-])=O, predict the reaction product. The product is: [C:54]1([C:49]2[C:48]3[C:53]([N:52]=[CH:51][CH:50]=2)=[C:44]2[C:45]([C:4]([C:6]4[CH:11]=[CH:10][C:9]([CH2:12][CH2:13][CH2:14][CH2:15][CH2:16][CH2:17][OH:18])=[CH:8][CH:7]=4)=[CH:3][CH:2]=[N:41]2)=[CH:46][CH:47]=3)[CH:59]=[CH:58][CH:57]=[CH:56][CH:55]=1.